Dataset: Catalyst prediction with 721,799 reactions and 888 catalyst types from USPTO. Task: Predict which catalyst facilitates the given reaction. (1) The catalyst class is: 12. Reactant: Br[C:2]1[CH:3]=[C:4]([CH2:8][C:9]([O:11][CH2:12][CH3:13])=[O:10])[CH:5]=[CH:6][CH:7]=1.[CH3:14][C:15]1([CH3:31])[C:19]([CH3:21])([CH3:20])[O:18][B:17]([B:17]2[O:18][C:19]([CH3:21])([CH3:20])[C:15]([CH3:31])([CH3:14])[O:16]2)[O:16]1.CC([O-])=O.[K+]. Product: [CH3:14][C:15]1([CH3:31])[C:19]([CH3:21])([CH3:20])[O:18][B:17]([C:2]2[CH:3]=[C:4]([CH2:8][C:9]([O:11][CH2:12][CH3:13])=[O:10])[CH:5]=[CH:6][CH:7]=2)[O:16]1. (2) Reactant: Cl[C:2]1[C:3]2[CH:11]=[CH:10][C:9]([CH3:12])=[N:8][C:4]=2[N:5]=[CH:6][N:7]=1.[C:13]([N:20]1[CH2:25][CH2:24][NH:23][CH2:22][CH2:21]1)([O:15][C:16]([CH3:19])([CH3:18])[CH3:17])=[O:14]. Product: [C:16]([O:15][C:13]([N:20]1[CH2:25][CH2:24][N:23]([C:2]2[C:3]3[CH:11]=[CH:10][C:9]([CH3:12])=[N:8][C:4]=3[N:5]=[CH:6][N:7]=2)[CH2:22][CH2:21]1)=[O:14])([CH3:19])([CH3:17])[CH3:18]. The catalyst class is: 26. (3) Reactant: [N+:1]([C:4]1[CH:5]=[CH:6][CH:7]=[C:8]2[C:12]=1[NH:11][CH:10]=[C:9]2[CH2:13][C:14]#[N:15])([O-:3])=[O:2].O. Product: [N+:1]([C:4]1[CH:5]=[CH:6][CH:7]=[C:8]2[C:12]=1[NH:11][CH:10]=[C:9]2[CH2:13][CH2:14][NH2:15])([O-:3])=[O:2]. The catalyst class is: 7. (4) The catalyst class is: 3. Reactant: [I:1][C:2]1[CH:7]=[CH:6][C:5]([NH:8][C:9]2[C:14]([C:15]([OH:17])=O)=[CH:13][N:12]3[C:18]([CH3:21])=[N:19][N:20]=[C:11]3[CH:10]=2)=[C:4]([CH3:22])[CH:3]=1.CCN(C(C)C)C(C)C.CC1(C)[O:37][C@@H:36]([CH2:38][O:39][NH2:40])[CH2:35][O:34]1. Product: [I:1][C:2]1[CH:7]=[CH:6][C:5]([NH:8][C:9]2[C:14]([C:15]([NH:40][O:39][CH2:38][C@H:36]([OH:37])[CH2:35][OH:34])=[O:17])=[CH:13][N:12]3[C:18]([CH3:21])=[N:19][N:20]=[C:11]3[CH:10]=2)=[C:4]([CH3:22])[CH:3]=1. (5) Reactant: [NH2:1][C:2]1[NH:6][N:5]=[C:4]([O:7][CH2:8][CH3:9])[C:3]=1C#N.[C:12](O)(=O)C.[CH:16]([NH2:18])=[NH:17].C. Product: [CH2:8]([O:7][C:4]1[C:3]2[C:16](=[N:18][CH:12]=[N:6][C:2]=2[NH2:1])[NH:17][N:5]=1)[CH3:9]. The catalyst class is: 5. (6) Reactant: Cl.O1CCOCC1.[F:8][CH:9]([F:38])[N:10]1[N:26]=[CH:25][C:24]2[NH:23][C:22](=[O:27])[C@H:21]([CH3:28])[CH2:20][CH2:19][CH2:18][C@H:17]([NH:29]C(=O)OC(C)(C)C)[C:16]3[CH:37]=[C:12]([CH:13]=[CH:14][N:15]=3)[C:11]1=2.N. Product: [NH2:29][C@@H:17]1[C:16]2[CH:37]=[C:12]([CH:13]=[CH:14][N:15]=2)[C:11]2[N:10]([CH:9]([F:8])[F:38])[N:26]=[CH:25][C:24]=2[NH:23][C:22](=[O:27])[C@H:21]([CH3:28])[CH2:20][CH2:19][CH2:18]1. The catalyst class is: 100. (7) Reactant: [C:1]([C:8]1[CH:19]=[C:18]([O:20][CH3:21])[CH:17]=[CH:16][C:9]=1[C:10](N(C)OC)=[O:11])#[C:2][CH2:3][CH2:4][CH2:5][CH2:6][CH3:7].[CH2:22]([Mg]Cl)[C:23]1[CH:28]=[CH:27][CH:26]=[CH:25][CH:24]=1. Product: [C:1]([C:8]1[CH:19]=[C:18]([O:20][CH3:21])[CH:17]=[CH:16][C:9]=1[C:10](=[O:11])[CH2:22][C:23]1[CH:28]=[CH:27][CH:26]=[CH:25][CH:24]=1)#[C:2][CH2:3][CH2:4][CH2:5][CH2:6][CH3:7]. The catalyst class is: 1. (8) Reactant: [OH-].[Na+].[CH2:3]([NH2:6])[CH2:4][NH2:5].[N:7]([C:10]1[C:15]([CH3:16])=[CH:14][CH:13]=[CH:12][C:11]=1[CH3:17])=[C:8]=S. Product: [NH:5]1[CH2:4][CH2:3][N:6]=[C:8]1[NH:7][C:10]1[C:15]([CH3:16])=[CH:14][CH:13]=[CH:12][C:11]=1[CH3:17]. The catalyst class is: 8.